Dataset: Retrosynthesis with 50K atom-mapped reactions and 10 reaction types from USPTO. Task: Predict the reactants needed to synthesize the given product. (1) Given the product O=C(O)C(F)(F)F, predict the reactants needed to synthesize it. The reactants are: CC(C)(C)OC(=O)NCC1CCN(c2noc(C(Cl)(Cl)Cl)n2)CC1. (2) Given the product CCc1ccc2c(c1)/C(=N/O)CCN2C, predict the reactants needed to synthesize it. The reactants are: CCc1ccc2c(c1)C(=O)CCN2C.NO. (3) Given the product N#Cc1ccc(-n2nc(C(=O)O)c3c2CCCC3)cc1Br, predict the reactants needed to synthesize it. The reactants are: N#Cc1ccc(F)cc1Br.O=C(O)c1n[nH]c2c1CCCC2. (4) Given the product CCOC(=O)N1c2ccc(C(F)(F)F)cc2C(C(N=[N+]=[N-])c2cc(C(F)(F)F)cc(C(F)(F)F)c2)CC1CC, predict the reactants needed to synthesize it. The reactants are: CCOC(=O)N1c2ccc(C(F)(F)F)cc2C(C(OS(C)(=O)=O)c2cc(C(F)(F)F)cc(C(F)(F)F)c2)CC1CC.[N-]=[N+]=[N-].